From a dataset of Peptide-MHC class II binding affinity with 134,281 pairs from IEDB. Regression. Given a peptide amino acid sequence and an MHC pseudo amino acid sequence, predict their binding affinity value. This is MHC class II binding data. (1) The peptide sequence is GVLACAIATHAKIRD. The MHC is HLA-DPA10301-DPB10402 with pseudo-sequence HLA-DPA10301-DPB10402. The binding affinity (normalized) is 0.308. (2) The peptide sequence is TKKGNVWEVKSSKPLVGPFN. The MHC is HLA-DPA10201-DPB10501 with pseudo-sequence HLA-DPA10201-DPB10501. The binding affinity (normalized) is 0.273. (3) The peptide sequence is SLLVAPMPTASTAQI. The MHC is DRB1_1501 with pseudo-sequence DRB1_1501. The binding affinity (normalized) is 0.419. (4) The peptide sequence is WEALKYLWNLLQYWGQELK. The MHC is DRB3_0101 with pseudo-sequence DRB3_0101. The binding affinity (normalized) is 0.148. (5) The peptide sequence is GKARTAWVDSGAQLG. The MHC is HLA-DQA10301-DQB10302 with pseudo-sequence HLA-DQA10301-DQB10302. The binding affinity (normalized) is 0.507. (6) The peptide sequence is MDVNPTLLFLKVPAQ. The MHC is DRB1_0405 with pseudo-sequence DRB1_0405. The binding affinity (normalized) is 0.481. (7) The peptide sequence is SGLFQFFVFLALAGR. The MHC is DRB3_0101 with pseudo-sequence DRB3_0101. The binding affinity (normalized) is 0.0196. (8) The peptide sequence is TPFPHRKGVLFNIQY. The MHC is HLA-DPA10103-DPB10401 with pseudo-sequence HLA-DPA10103-DPB10401. The binding affinity (normalized) is 0.659. (9) The peptide sequence is AKNMKNLVWNDELAY. The MHC is HLA-DPA10201-DPB10501 with pseudo-sequence HLA-DPA10201-DPB10501. The binding affinity (normalized) is 0.305. (10) The peptide sequence is VGSKLIVAMSSWLQK. The MHC is DRB5_0101 with pseudo-sequence DRB5_0101. The binding affinity (normalized) is 0.709.